Regression. Given a peptide amino acid sequence and an MHC pseudo amino acid sequence, predict their binding affinity value. This is MHC class I binding data. From a dataset of Peptide-MHC class I binding affinity with 185,985 pairs from IEDB/IMGT. (1) The peptide sequence is TVAYFNMVY. The MHC is HLA-A01:01 with pseudo-sequence HLA-A01:01. The binding affinity (normalized) is 0.555. (2) The binding affinity (normalized) is 0.799. The MHC is HLA-A03:01 with pseudo-sequence HLA-A03:01. The peptide sequence is LLFLNDMGK. (3) The peptide sequence is LSPGSQTSAML. The MHC is Mamu-A01 with pseudo-sequence Mamu-A01. The binding affinity (normalized) is 1.00. (4) The MHC is HLA-A69:01 with pseudo-sequence HLA-A69:01. The binding affinity (normalized) is 0.616. The peptide sequence is ELLSHVGQA. (5) The peptide sequence is FLADYGWRL. The MHC is HLA-A02:01 with pseudo-sequence HLA-A02:01. The binding affinity (normalized) is 1.00.